Predict the reaction yield, written as a fraction of the theoretical maximum amount of product (1.0 means a 100% yield; for example, 0.34 means a 34% yield). From a dataset of Reaction yield outcomes from USPTO patents with 853,638 reactions. (1) The reactants are Br[C:2]1[C:10]2[C:9]([S:11][CH2:12][C:13]([O:15][CH3:16])=[O:14])=[N:8][CH:7]=[N:6][C:5]=2[S:4][C:3]=1[CH3:17].[CH:18]1(B(O)O)[CH2:20][CH2:19]1.[O-]P([O-])([O-])=O.[K+].[K+].[K+].O. The catalyst is C1(C)C=CC=CC=1.C(O[Pd]OC(=O)C)(=O)C. The product is [CH:18]1([C:2]2[C:10]3[C:9]([S:11][CH2:12][C:13]([O:15][CH3:16])=[O:14])=[N:8][CH:7]=[N:6][C:5]=3[S:4][C:3]=2[CH3:17])[CH2:20][CH2:19]1. The yield is 0.450. (2) The reactants are Cl[C:2]1[N:7]=[C:6](Cl)[CH:5]=[CH:4][N:3]=1.[OH:9][C:10]1[CH:11]=[C:12](B(O)O)[CH:13]=[CH:14][CH:15]=1.C(=O)([O-])[O-].[Cs+].[Cs+].[N+:25]([C:28]1[CH:29]=[C:30]([CH:32]=[CH:33][CH:34]=1)[NH2:31])([O-:27])=[O:26].O.C1(C)C=CC(S(O)(=O)=O)=CC=1. The catalyst is C([O-])(=O)C.[Pd+2].C([O-])(=O)C.CC#N.O. The product is [N+:25]([C:28]1[CH:29]=[C:30]([NH:31][C:2]2[N:7]=[C:6]([C:14]3[CH:15]=[C:10]([OH:9])[CH:11]=[CH:12][CH:13]=3)[CH:5]=[CH:4][N:3]=2)[CH:32]=[CH:33][CH:34]=1)([O-:27])=[O:26]. The yield is 0.380. (3) The reactants are [CH3:1][CH:2]([CH3:29])[CH2:3][CH:4]([C:21]1[CH:26]=[CH:25][CH:24]=[C:23]([CH:27]=C)[CH:22]=1)[C:5]([NH:7][C:8]1[CH:13]=[CH:12][C:11]([C:14]2[CH:19]=[CH:18][N:17]=[C:16]([CH3:20])[CH:15]=2)=[CH:10][CH:9]=1)=[O:6].C[N+]1([O-])CC[O:34]CC1.I([O-])(=O)(=O)=O.[Na+].CC(O)(C)C. The catalyst is CC#N.O.[Os](=O)(=O)(=O)=O.C(Cl)Cl.CC(=O)OCC. The product is [CH:27]([C:23]1[CH:22]=[C:21]([CH:4]([CH2:3][CH:2]([CH3:29])[CH3:1])[C:5]([NH:7][C:8]2[CH:13]=[CH:12][C:11]([C:14]3[CH:19]=[CH:18][N:17]=[C:16]([CH3:20])[CH:15]=3)=[CH:10][CH:9]=2)=[O:6])[CH:26]=[CH:25][CH:24]=1)=[O:34]. The yield is 0.600.